From a dataset of Forward reaction prediction with 1.9M reactions from USPTO patents (1976-2016). Predict the product of the given reaction. (1) Given the reactants [CH2:1]([O:3][C:4](=[O:14])[CH2:5][C:6]1[CH2:11][CH2:10][CH2:9][C:8](=O)[C:7]=1O)[CH3:2].C([O-])(=O)C.[NH4+:19].[Cl:20][C:21]1[CH:22]=[C:23]([CH:26]=[CH:27][C:28]=1[Cl:29])[CH2:24][NH2:25].[CH:30](=O)[CH:31]([CH3:33])[CH3:32], predict the reaction product. The product is: [CH2:1]([O:3][C:4](=[O:14])[CH2:5][CH:6]1[C:7]2[N:25]([CH2:24][C:23]3[CH:26]=[CH:27][C:28]([Cl:29])=[C:21]([Cl:20])[CH:22]=3)[C:30]([CH:31]([CH3:33])[CH3:32])=[N:19][C:8]=2[CH2:9][CH2:10][CH2:11]1)[CH3:2]. (2) Given the reactants Br[C:2]1[CH:7]=[CH:6][CH:5]=[C:4]([Cl:8])[N:3]=1.C([O:12][B:13](OC(C)C)[O:14]C(C)C)(C)C, predict the reaction product. The product is: [Cl:8][C:4]1[N:3]=[C:2]([B:13]([OH:14])[OH:12])[CH:7]=[CH:6][CH:5]=1. (3) Given the reactants [C:1]([C:4]1[N:5]=[C:6]([C:28]2[CH:36]=[C:35]3[C:31]([CH:32]=[CH:33][NH:34]3)=[CH:30][CH:29]=2)[O:7][C:8]=1[C:9]1[CH:14]=[CH:13][C:12]([N:15]2[CH2:20][CH2:19][N:18](C(OC(C)(C)C)=O)[CH2:17][CH2:16]2)=[CH:11][CH:10]=1)(=[O:3])[NH2:2].CC1C=CC(S(O)(=O)=O)=CC=1, predict the reaction product. The product is: [NH:34]1[C:35]2[C:31](=[CH:30][CH:29]=[C:28]([C:6]3[O:7][C:8]([C:9]4[CH:10]=[CH:11][C:12]([N:15]5[CH2:20][CH2:19][NH:18][CH2:17][CH2:16]5)=[CH:13][CH:14]=4)=[C:4]([C:1]([NH2:2])=[O:3])[N:5]=3)[CH:36]=2)[CH:32]=[CH:33]1. (4) Given the reactants Cl[CH2:2][C:3]1[N:4]=[C:5]([C:9]2[O:10][CH:11]=[CH:12][CH:13]=2)[O:6][C:7]=1[CH3:8].C(=O)([O-])[O-].[K+].[K+].[CH:20]([C:22]1[CH:23]=[CH:24][C:25]([OH:32])=[C:26]([CH:31]=1)[C:27]([O:29][CH3:30])=[O:28])=[O:21].CN(C)C=O, predict the reaction product. The product is: [CH:20]([C:22]1[CH:23]=[CH:24][C:25]([O:32][CH2:2][C:3]2[N:4]=[C:5]([C:9]3[O:10][CH:11]=[CH:12][CH:13]=3)[O:6][C:7]=2[CH3:8])=[C:26]([CH:31]=1)[C:27]([O:29][CH3:30])=[O:28])=[O:21].